From a dataset of Forward reaction prediction with 1.9M reactions from USPTO patents (1976-2016). Predict the product of the given reaction. (1) Given the reactants F[C:2]1[S:6][C:5]([C:7]#[N:8])=[CH:4][CH:3]=1.[OH:9][C:10]1[CH:17]=[CH:16][C:13]([CH:14]=[O:15])=[CH:12][CH:11]=1.C([O-])([O-])=O.[K+].[K+], predict the reaction product. The product is: [CH:14]([C:13]1[CH:16]=[CH:17][C:10]([O:9][C:2]2[S:6][C:5]([C:7]#[N:8])=[CH:4][CH:3]=2)=[CH:11][CH:12]=1)=[O:15]. (2) Given the reactants Cl[CH:2]([CH3:30])[C:3]([NH:5][C:6]1[C:15]([Cl:16])=[CH:14][CH:13]=[C:12]2[C:7]=1[CH:8]=[CH:9][C:10]([N:17]1[CH2:21][CH2:20][C@@H:19]([O:22][Si](C(C)(C)C)(C)C)[CH2:18]1)=[N:11]2)=[O:4].[F:31][C:32]1[CH:33]=[C:34]([CH:36]=[CH:37][C:38]=1[F:39])[NH2:35].[F-].C([N+](CCCC)(CCCC)CCCC)CCC, predict the reaction product. The product is: [Cl:16][C:15]1[C:6]([NH:5][C:3](=[O:4])[CH:2]([NH:35][C:34]2[CH:36]=[CH:37][C:38]([F:39])=[C:32]([F:31])[CH:33]=2)[CH3:30])=[C:7]2[C:12](=[CH:13][CH:14]=1)[N:11]=[C:10]([N:17]1[CH2:21][CH2:20][C@@H:19]([OH:22])[CH2:18]1)[CH:9]=[CH:8]2.